The task is: Regression/Classification. Given a drug SMILES string, predict its toxicity properties. Task type varies by dataset: regression for continuous values (e.g., LD50, hERG inhibition percentage) or binary classification for toxic/non-toxic outcomes (e.g., AMES mutagenicity, cardiotoxicity, hepatotoxicity). Dataset: carcinogens_lagunin.. This data is from Carcinogenicity classification data from Lagunin et al.. (1) The compound is CC[C@H](CC[C@@H](C)[C@H]1CC[C@H]2[C@@H]3CC=C4C[C@@H](O)CC[C@]4(C)[C@H]3CC[C@@]21C)C(C)C. The result is 0 (non-carcinogenic). (2) The molecule is Cc1cc(C)c(/N=N/c2cc(S(=O)(=O)O)c3ccccc3c2O)c(S(=O)(=O)O)c1. The result is 1 (carcinogenic). (3) The compound is O=C1/C(=C2\Nc3ccc(S(=O)(=O)O)cc3C2=O)Nc2ccc(S(=O)(=O)O)cc21. The result is 1 (carcinogenic). (4) The drug is CCN(Cc1cccc(S(=O)(=O)O)c1)c1ccc(C(=C2C=CC(=[N+](CC)Cc3cccc(S(=O)(=O)[O-])c3)C=C2)c2ccccc2)cc1. The result is 1 (carcinogenic). (5) The molecule is Cc1n[nH]c(=O)[nH]c1=O. The result is 0 (non-carcinogenic).